This data is from Catalyst prediction with 721,799 reactions and 888 catalyst types from USPTO. The task is: Predict which catalyst facilitates the given reaction. (1) Reactant: [Cl-].[NH4+].[CH2:3]([N:10]([CH2:25][C@H:26]([OH:35])[CH2:27][O:28][C:29]1[CH:34]=[CH:33][CH:32]=[CH:31][CH:30]=1)[CH:11]1[CH2:17][CH2:16][CH2:15][C:14]2[CH:18]=[CH:19][C:20]([N+:22]([O-])=O)=[CH:21][C:13]=2[CH2:12]1)[C:4]1[CH:9]=[CH:8][CH:7]=[CH:6][CH:5]=1. Product: [NH2:22][C:20]1[CH:19]=[CH:18][C:14]2[CH2:15][CH2:16][CH2:17][CH:11]([N:10]([CH2:25][C@H:26]([OH:35])[CH2:27][O:28][C:29]3[CH:34]=[CH:33][CH:32]=[CH:31][CH:30]=3)[CH2:3][C:4]3[CH:9]=[CH:8][CH:7]=[CH:6][CH:5]=3)[CH2:12][C:13]=2[CH:21]=1. The catalyst class is: 190. (2) Reactant: C1COCC1.[N:6]([CH2:9][CH2:10][O:11][CH2:12][CH2:13][O:14][CH2:15][CH2:16][O:17][C:18]1[CH:23]=[CH:22][C:21]([C:24]([CH3:27])([CH3:26])[CH3:25])=[CH:20][CH:19]=1)=[N+]=[N-].C1(P(C2C=CC=CC=2)C2C=CC=CC=2)C=CC=CC=1. Product: [C:24]([C:21]1[CH:22]=[CH:23][C:18]([O:17][CH2:16][CH2:15][O:14][CH2:13][CH2:12][O:11][CH2:10][CH2:9][NH2:6])=[CH:19][CH:20]=1)([CH3:27])([CH3:25])[CH3:26]. The catalyst class is: 6. (3) Reactant: [NH2:1][CH2:2][CH2:3][CH2:4][N:5]1[CH2:10][CH2:9][CH:8]([C:11]2[CH:12]=[C:13]([NH:17][C:18](=[O:22])[CH:19]([CH3:21])[CH3:20])[CH:14]=[CH:15][CH:16]=2)[CH2:7][CH2:6]1.[Cl:23][C:24]1[CH:39]=[CH:38][C:27]([O:28][C:29]2[N:37]=[CH:36][CH:35]=[CH:34][C:30]=2[C:31](Cl)=[O:32])=[CH:26][CH:25]=1. Product: [Cl:23][C:24]1[CH:25]=[CH:26][C:27]([O:28][C:29]2[N:37]=[CH:36][CH:35]=[CH:34][C:30]=2[C:31]([NH:1][CH2:2][CH2:3][CH2:4][N:5]2[CH2:10][CH2:9][CH:8]([C:11]3[CH:16]=[CH:15][CH:14]=[C:13]([NH:17][C:18](=[O:22])[CH:19]([CH3:20])[CH3:21])[CH:12]=3)[CH2:7][CH2:6]2)=[O:32])=[CH:38][CH:39]=1. The catalyst class is: 1.